This data is from Catalyst prediction with 721,799 reactions and 888 catalyst types from USPTO. The task is: Predict which catalyst facilitates the given reaction. (1) Reactant: [CH:1]([N:4]1[CH2:9][CH2:8][N:7]([C:10]([C:12]2[CH:13]=[C:14]3[C:18](=[CH:19][CH:20]=2)[NH:17][C:16]([C:21](O)=[O:22])=[CH:15]3)=[O:11])[CH2:6][CH2:5]1)([CH3:3])[CH3:2].Cl.F[B-](F)(F)F.N1(OC(N(C)C)=[N+](C)C)C2C=CC=CC=2N=N1.[F:47][CH:48]1[CH2:53][CH2:52][CH2:51][NH:50][CH2:49]1.C(N(CC)C(C)C)(C)C. Product: [F:47][CH:48]1[CH2:53][CH2:52][CH2:51][N:50]([C:21]([C:16]2[NH:17][C:18]3[C:14]([CH:15]=2)=[CH:13][C:12]([C:10]([N:7]2[CH2:8][CH2:9][N:4]([CH:1]([CH3:2])[CH3:3])[CH2:5][CH2:6]2)=[O:11])=[CH:20][CH:19]=3)=[O:22])[CH2:49]1. The catalyst class is: 9. (2) Product: [CH3:29][N:17]1[C:18](=[O:28])[CH:19]=[C:20]([C:22]2[CH:27]=[CH:26][N:25]=[CH:24][N:23]=2)[N:21]=[C:16]1[N:14]1[CH2:13][CH2:12][CH2:11][O:10][C@@H:9]([C:5]2[CH:6]=[CH:7][CH:8]=[C:3]([C:1]3[N:42]=[C:41]([CH3:32])[O:40][N:2]=3)[CH:4]=2)[CH2:15]1. The catalyst class is: 8. Reactant: [C:1]([C:3]1[CH:4]=[C:5]([C@H:9]2[CH2:15][N:14]([C:16]3[N:17]([CH3:29])[C:18](=[O:28])[CH:19]=[C:20]([C:22]4[CH:27]=[CH:26][N:25]=[CH:24][N:23]=4)[N:21]=3)[CH2:13][CH2:12][CH2:11][O:10]2)[CH:6]=[CH:7][CH:8]=1)#[N:2].NO.[C:32]1(C)C=CC=CC=1.C[O:40][CH:41](OC)[N:42](C)C. (3) Reactant: [O:1]1[CH2:6][CH:5]=[C:4]([C:7]2[CH:12]=[CH:11][C:10]([N:13]3[CH2:17][C@H:16]([C:18]([NH2:20])=[O:19])[O:15][C:14]3=[O:21])=[CH:9][C:8]=2[F:22])[CH2:3][CH2:2]1.[H][H]. Product: [O:1]1[CH2:6][CH2:5][CH:4]([C:7]2[CH:12]=[CH:11][C:10]([N:13]3[CH2:17][C@H:16]([C:18]([NH2:20])=[O:19])[O:15][C:14]3=[O:21])=[CH:9][C:8]=2[F:22])[CH2:3][CH2:2]1. The catalyst class is: 19. (4) Reactant: Br[C:2]1[CH:3]=[CH:4][C:5]([CH2:18][CH3:19])=[C:6]([S:8]([NH:11][CH:12]2[CH2:17][CH2:16][CH2:15][CH2:14][CH2:13]2)(=[O:10])=[O:9])[CH:7]=1.[C:20]([N:27]1[C:35]2[C:30](=[CH:31][CH:32]=[CH:33][CH:34]=2)[CH:29]=[C:28]1B(O)O)([O:22][C:23]([CH3:26])([CH3:25])[CH3:24])=[O:21].[F-].[Cs+].O1CCOCC1. Product: [C:23]([O:22][C:20]([N:27]1[C:35]2[C:30](=[CH:31][CH:32]=[CH:33][CH:34]=2)[CH:29]=[C:28]1[C:2]1[CH:3]=[CH:4][C:5]([CH2:18][CH3:19])=[C:6]([S:8](=[O:10])(=[O:9])[NH:11][CH:12]2[CH2:17][CH2:16][CH2:15][CH2:14][CH2:13]2)[CH:7]=1)=[O:21])([CH3:26])([CH3:24])[CH3:25]. The catalyst class is: 6. (5) Reactant: [Cl:1][C:2]1[CH:3]=[C:4]([CH:8]([NH:11][C:12]2[N:44]=[C:15]3[C:16]([O:42][CH3:43])=[CH:17][C:18]([C:20]([N:22]4[CH:27]([CH2:28][CH2:29][O:30][Si](C(C)C)(C(C)C)C(C)C)[CH2:26][O:25][CH:24]([CH3:41])[CH2:23]4)=[O:21])=[CH:19][N:14]3[N:13]=2)[CH2:9][F:10])[CH:5]=[CH:6][CH:7]=1.[F-].C([N+](CCCC)(CCCC)CCCC)CCC. Product: [Cl:1][C:2]1[CH:3]=[C:4]([CH:8]([NH:11][C:12]2[N:44]=[C:15]3[C:16]([O:42][CH3:43])=[CH:17][C:18]([C:20]([N:22]4[CH:27]([CH2:28][CH2:29][OH:30])[CH2:26][O:25][CH:24]([CH3:41])[CH2:23]4)=[O:21])=[CH:19][N:14]3[N:13]=2)[CH2:9][F:10])[CH:5]=[CH:6][CH:7]=1. The catalyst class is: 217. (6) Reactant: Cl.[O:2]=[C:3]1[N:12]([CH2:13][CH2:14][CH2:15][N:16]([CH2:20][CH2:21][CH2:22][CH2:23][NH:24][CH2:25][CH2:26][CH2:27][N:28]2[C:37](=[O:38])[C:36]3[C:31](=[CH:32][CH:33]=[CH:34][CH:35]=3)[NH:30][C:29]2=[O:39])[C:17](=[O:19])[CH3:18])[C:11](=[O:40])[C:10]2[C:5](=[CH:6][CH:7]=[CH:8][CH:9]=2)[NH:4]1.Cl[C:42]([O:44][CH2:45][CH3:46])=[O:43].C(OC(=O)C)(=O)C. Product: [CH2:45]([O:44][C:42](=[O:43])[N:24]([CH2:23][CH2:22][CH2:21][CH2:20][N:16]([C:17](=[O:19])[CH3:18])[CH2:15][CH2:14][CH2:13][N:12]1[C:11](=[O:40])[C:10]2[C:5](=[CH:6][CH:7]=[CH:8][CH:9]=2)[NH:4][C:3]1=[O:2])[CH2:25][CH2:26][CH2:27][N:28]1[C:37](=[O:38])[C:36]2[C:31](=[CH:32][CH:33]=[CH:34][CH:35]=2)[NH:30][C:29]1=[O:39])[CH3:46]. The catalyst class is: 272. (7) Product: [CH:1]([N:4]1[CH2:9][CH2:8][N:7]([C:10]([CH:12]2[CH2:17][CH2:16][CH:15]([NH:26][C:23]3[CH:24]=[CH:25][C:20]([CH3:19])=[CH:21][CH:22]=3)[CH2:14][CH2:13]2)=[O:11])[CH2:6][CH2:5]1)([CH3:3])[CH3:2]. The catalyst class is: 1. Reactant: [CH:1]([N:4]1[CH2:9][CH2:8][N:7]([C:10]([CH:12]2[CH2:17][CH2:16][C:15](=O)[CH2:14][CH2:13]2)=[O:11])[CH2:6][CH2:5]1)([CH3:3])[CH3:2].[CH3:19][C:20]1[CH:21]=[CH:22][C:23]([NH2:26])=[CH:24][CH:25]=1.C(O)(=O)C.C(O[BH-](OC(=O)C)OC(=O)C)(=O)C.[Na+].